This data is from Full USPTO retrosynthesis dataset with 1.9M reactions from patents (1976-2016). The task is: Predict the reactants needed to synthesize the given product. (1) Given the product [F:10][C:7]([F:8])([F:9])[C:6]([NH:14][C:15]1[CH:20]=[CH:19][CH:18]=[CH:17][C:16]=1[CH3:21])=[O:11], predict the reactants needed to synthesize it. The reactants are: [F:8][C:7]([F:10])([F:9])[C:6](O[C:6](=[O:11])[C:7]([F:10])([F:9])[F:8])=[O:11].[NH2:14][C:15]1[C:16]([CH3:21])=[CH:17][CH:18]=[CH:19][CH:20]=1.C(N(CC)CC)C. (2) Given the product [NH:1]1[C:9]2[C:4](=[CH:5][CH:6]=[CH:7][CH:8]=2)[C:3]([CH2:10][N:11]2[CH2:16][CH2:15][CH2:14][C:13]3([CH2:21][CH2:20][N:19]([C:24]4[CH:29]=[N:28][CH:27]=[C:26]([CH3:30])[N:25]=4)[CH2:18][CH2:17]3)[C:12]2=[O:22])=[CH:2]1, predict the reactants needed to synthesize it. The reactants are: [NH:1]1[C:9]2[C:4](=[CH:5][CH:6]=[CH:7][CH:8]=2)[C:3]([CH2:10][N:11]2[CH2:16][CH2:15][CH2:14][C:13]3([CH2:21][CH2:20][NH:19][CH2:18][CH2:17]3)[C:12]2=[O:22])=[CH:2]1.Cl[C:24]1[CH:29]=[N:28][CH:27]=[C:26]([CH3:30])[N:25]=1. (3) Given the product [OH:2][C:3]1[CH:4]=[C:5]([CH:8]=[CH:9][C:10]=1[OH:11])[C:6]#[N:7], predict the reactants needed to synthesize it. The reactants are: C1[O:11][C:10]2[CH:9]=[CH:8][C:5]([C:6]#[N:7])=[CH:4][C:3]=2[O:2]1.C([N-]C(C)C)(C)C.[Li+].CN1CCN(C)C1=O. (4) Given the product [CH3:25][C:20]1([CH3:26])[C:21]([CH3:24])([CH3:23])[O:22][B:18]([C:2]2[CH:7]=[CH:6][C:5]([C:8]3[N:9]=[C:10]4[CH:15]=[CH:14][C:13]([NH2:16])=[CH:12][N:11]4[CH:17]=3)=[CH:4][CH:3]=2)[O:19]1, predict the reactants needed to synthesize it. The reactants are: Br[C:2]1[CH:7]=[CH:6][C:5]([C:8]2[N:9]=[C:10]3[CH:15]=[CH:14][C:13]([NH2:16])=[CH:12][N:11]3[CH:17]=2)=[CH:4][CH:3]=1.[B:18]1([B:18]2[O:22][C:21]([CH3:24])([CH3:23])[C:20]([CH3:26])([CH3:25])[O:19]2)[O:22][C:21]([CH3:24])([CH3:23])[C:20]([CH3:26])([CH3:25])[O:19]1.C([O-])(=O)C.[K+].